From a dataset of Catalyst prediction with 721,799 reactions and 888 catalyst types from USPTO. Predict which catalyst facilitates the given reaction. (1) Reactant: C(=O)(O[C@H:4]([C@H:12]([OH:23])[CH:13](C(C)(C)C)[NH:14][CH2:15][CH:16]([CH3:18])[CH3:17])[CH2:5][C:6]1[CH:11]=[CH:10][CH:9]=[CH:8][CH:7]=1)N.C([N:27](CC)CC)C.[O:32]=[C:33]1[C:41]2[C:36](=[CH:37][CH:38]=[CH:39][CH:40]=2)[C:35](=[O:42])[N:34]1[C:43]1[CH:48]=[CH:47][C:46]([S:49]([Cl:52])(=[O:51])=[O:50])=[CH:45][CH:44]=1.Cl. Product: [ClH:52].[NH2:27][C@@H:4]([CH2:5][C:6]1[CH:7]=[CH:8][CH:9]=[CH:10][CH:11]=1)[C@H:12]([OH:23])[CH2:13][N:14]([CH2:15][CH:16]([CH3:17])[CH3:18])[S:49]([C:46]1[CH:47]=[CH:48][C:43]([N:34]2[C:33](=[O:32])[C:41]3[C:36](=[CH:37][CH:38]=[CH:39][CH:40]=3)[C:35]2=[O:42])=[CH:44][CH:45]=1)(=[O:51])=[O:50]. The catalyst class is: 11. (2) Reactant: [CH2:1](O)[CH2:2][CH3:3].N(C(N1CCCCC1)=O)=NC(N1CCCCC1)=O.[NH2:23][C:24]([NH:26][C:27]1[NH:28][C:29]2[C:34]([C:35]=1[C:36]([NH2:38])=[O:37])=[CH:33][CH:32]=[C:31]([OH:39])[CH:30]=2)=[O:25]. Product: [NH2:23][C:24]([NH:26][C:27]1[NH:28][C:29]2[C:34]([C:35]=1[C:36]([NH2:38])=[O:37])=[CH:33][CH:32]=[C:31]([O:39][CH2:1][CH2:2][CH3:3])[CH:30]=2)=[O:25]. The catalyst class is: 7.